Task: Predict the product of the given reaction.. Dataset: Forward reaction prediction with 1.9M reactions from USPTO patents (1976-2016) (1) Given the reactants [CH3:1][C:2]1[CH:7]=[CH:6][C:5]([NH:8]C(=O)OC(C)(C)C)=[CH:4][C:3]=1[NH:16][C:17]([C:19]1[CH:20]=[C:21]2[C:26](=[CH:27][CH:28]=1)[N:25]=[CH:24][CH:23]=[N:22]2)=[O:18].[ClH:29].C(OCC)C, predict the reaction product. The product is: [ClH:29].[NH2:8][C:5]1[CH:6]=[CH:7][C:2]([CH3:1])=[C:3]([NH:16][C:17]([C:19]2[CH:20]=[C:21]3[C:26](=[CH:27][CH:28]=2)[N:25]=[CH:24][CH:23]=[N:22]3)=[O:18])[CH:4]=1. (2) Given the reactants Br[CH2:2][CH2:3][CH2:4][CH2:5][CH2:6][C:7]1[C:13]2[CH:14]=[CH:15][C:16]([OH:18])=[CH:17][C:12]=2[CH2:11][CH2:10][CH2:9][C:8]=1[C:19]1[CH:20]=[N:21][CH:22]=[CH:23][CH:24]=1.[CH3:25][NH:26][CH2:27][CH2:28][CH2:29][S:30]([CH2:33][CH2:34][CH2:35][C:36]([F:42])([F:41])[C:37]([F:40])([F:39])[F:38])(=[O:32])=[O:31], predict the reaction product. The product is: [CH3:25][N:26]([CH2:27][CH2:28][CH2:29][S:30]([CH2:33][CH2:34][CH2:35][C:36]([F:42])([F:41])[C:37]([F:40])([F:39])[F:38])(=[O:32])=[O:31])[CH2:2][CH2:3][CH2:4][CH2:5][CH2:6][C:7]1[C:13]2[CH:14]=[CH:15][C:16]([OH:18])=[CH:17][C:12]=2[CH2:11][CH2:10][CH2:9][C:8]=1[C:19]1[CH:20]=[N:21][CH:22]=[CH:23][CH:24]=1. (3) Given the reactants Cl[C:2]1[N:7]=[CH:6][N:5]=[C:4]([NH:8][C@@H:9]([CH2:12][C:13]2[CH:18]=[CH:17][CH:16]=[CH:15][CH:14]=2)[CH2:10][OH:11])[C:3]=1[C:19]1[NH:23][C:22]2[CH:24]=[C:25]([N:29]3[CH:33]=[CH:32][N:31]=[CH:30]3)[CH:26]=[C:27]([CH3:28])[C:21]=2[N:20]=1.N.C(O)(=[O:37])C, predict the reaction product. The product is: [OH:11][CH2:10][C@@H:9]([NH:8][C:4]1[N:5]=[CH:6][NH:7][C:2](=[O:37])[C:3]=1[C:19]1[NH:23][C:22]2[CH:24]=[C:25]([N:29]3[CH:33]=[CH:32][N:31]=[CH:30]3)[CH:26]=[C:27]([CH3:28])[C:21]=2[N:20]=1)[CH2:12][C:13]1[CH:14]=[CH:15][CH:16]=[CH:17][CH:18]=1. (4) Given the reactants Br[CH2:2][CH:3]1[CH2:7][CH2:6][CH2:5][O:4]1.[CH2:8]([NH:15][C:16]([C:18]1[S:22][C:21]([N:23]2[CH:28]=[CH:27][C:26]([OH:29])=[CH:25][C:24]2=[O:30])=[N:20][C:19]=1[CH3:31])=[O:17])[C:9]1[CH:14]=[CH:13][CH:12]=[CH:11][CH:10]=1, predict the reaction product. The product is: [CH2:8]([NH:15][C:16]([C:18]1[S:22][C:21]([N:23]2[CH:28]=[CH:27][C:26]([O:29][CH2:2][CH:3]3[CH2:7][CH2:6][CH2:5][O:4]3)=[CH:25][C:24]2=[O:30])=[N:20][C:19]=1[CH3:31])=[O:17])[C:9]1[CH:14]=[CH:13][CH:12]=[CH:11][CH:10]=1.